This data is from Peptide-MHC class II binding affinity with 134,281 pairs from IEDB. The task is: Regression. Given a peptide amino acid sequence and an MHC pseudo amino acid sequence, predict their binding affinity value. This is MHC class II binding data. The peptide sequence is AEHQAIISDVLTASD. The MHC is DRB1_0802 with pseudo-sequence DRB1_0802. The binding affinity (normalized) is 0.0438.